This data is from Catalyst prediction with 721,799 reactions and 888 catalyst types from USPTO. The task is: Predict which catalyst facilitates the given reaction. (1) Reactant: [NH2:1][C:2]1[N:34]=[C:5]2[C:6]([C:24]3[CH:29]=[CH:28][CH:27]=[C:26]([C:30]([F:33])([F:32])[F:31])[CH:25]=3)=[C:7]([CH3:23])[C:8]([C:10]3[N:14]([C:15]4[CH:22]=[CH:21][C:18]([C:19]#[N:20])=[CH:17][CH:16]=4)[N:13]=[CH:12][CH:11]=3)=[CH:9][N:4]2[N:3]=1.BrC1C=CC([CH2:42][S:43](CC2C=CC(Br)=CC=2)(=[O:45])=[O:44])=CC=1.[C:54]1(P([C:54]2[CH:59]=[CH:58][CH:57]=[CH:56][CH:55]=2)[C:54]2[CH:59]=[CH:58][C:57]3[C:56](=CC=CC=3)[C:55]=2[C:54]2[C:59]3[C:58](=CC=CC=3)[CH:57]=[CH:56][C:55]=2P([C:54]2[CH:59]=[CH:58][CH:57]=[CH:56][CH:55]=2)[C:54]2[CH:59]=[CH:58][CH:57]=[CH:56][CH:55]=2)[CH:59]=[CH:58][CH:57]=[CH:56][CH:55]=1.CC(C)([O-])C.[Na+]. Product: [CH3:42][S:43]([C:54]1[CH:59]=[CH:58][C:57]([NH:1][C:2]2[N:34]=[C:5]3[C:6]([C:24]4[CH:29]=[CH:28][CH:27]=[C:26]([C:30]([F:32])([F:33])[F:31])[CH:25]=4)=[C:7]([CH3:23])[C:8]([C:10]4[N:14]([C:15]5[CH:16]=[CH:17][C:18]([C:19]#[N:20])=[CH:21][CH:22]=5)[N:13]=[CH:12][CH:11]=4)=[CH:9][N:4]3[N:3]=2)=[CH:56][CH:55]=1)(=[O:45])=[O:44]. The catalyst class is: 443. (2) Reactant: [F:1][C:2]1[CH:3]=[C:4]([OH:11])[CH:5]=[CH:6][C:7]=1[N+:8]([O-:10])=[O:9].C(=O)([O-])[O-].[K+].[K+].C1C=CC(N([S:25]([C:28]([F:31])([F:30])[F:29])(=[O:27])=[O:26])[S:25]([C:28]([F:31])([F:30])[F:29])(=[O:27])=[O:26])=CC=1. Product: [F:1][C:2]1[CH:3]=[C:4]([O:11][S:25]([C:28]([F:31])([F:30])[F:29])(=[O:27])=[O:26])[CH:5]=[CH:6][C:7]=1[N+:8]([O-:10])=[O:9]. The catalyst class is: 1. (3) Reactant: Br[CH2:2][CH:3]1[O:8][C:7]2[CH:9]=[C:10]([S:14]([CH3:17])(=[O:16])=[O:15])[CH:11]=[C:12]([F:13])[C:6]=2[CH2:5][O:4]1.[CH3:18][NH:19][CH2:20][CH2:21][CH3:22]. Product: [F:13][C:12]1[C:6]2[CH2:5][O:4][CH:3]([CH2:2][N:19]([CH3:18])[CH2:20][CH2:21][CH3:22])[O:8][C:7]=2[CH:9]=[C:10]([S:14]([CH3:17])(=[O:16])=[O:15])[CH:11]=1. The catalyst class is: 14.